This data is from Full USPTO retrosynthesis dataset with 1.9M reactions from patents (1976-2016). The task is: Predict the reactants needed to synthesize the given product. (1) The reactants are: [Li+].C[Si]([N-:6][Si](C)(C)C)(C)C.C(Cl)(Cl)Cl.P(C(C)(C)C)(C(C)(C)C)C(C)(C)C.Br[C:29]1[CH:34]=[CH:33][C:32]([CH:35]([N:37]2[CH2:41][CH2:40][CH2:39][CH2:38]2)[CH3:36])=[CH:31][CH:30]=1. Given the product [N:37]1([CH:35]([C:32]2[CH:33]=[CH:34][C:29]([NH2:6])=[CH:30][CH:31]=2)[CH3:36])[CH2:41][CH2:40][CH2:39][CH2:38]1, predict the reactants needed to synthesize it. (2) Given the product [CH3:11][S:8]([C:5]1[CH:6]=[CH:7][C:2]([C:18]2[CH:17]=[CH:16][CH:15]=[C:14]([C:12]#[N:13])[CH:19]=2)=[CH:3][CH:4]=1)(=[O:10])=[O:9], predict the reactants needed to synthesize it. The reactants are: Br[C:2]1[CH:7]=[CH:6][C:5]([S:8]([CH3:11])(=[O:10])=[O:9])=[CH:4][CH:3]=1.[C:12]([C:14]1[CH:15]=[C:16](B(O)O)[CH:17]=[CH:18][CH:19]=1)#[N:13].